This data is from Full USPTO retrosynthesis dataset with 1.9M reactions from patents (1976-2016). The task is: Predict the reactants needed to synthesize the given product. Given the product [Cl:1][C:2]1[CH:16]=[CH:15][C:5]([CH2:6][N:7]2[CH:12]=[C:11]([C:22]3[CH:23]=[CH:24][C:19]([CH2:18][OH:17])=[CH:20][CH:21]=3)[CH:10]=[CH:9][C:8]2=[O:14])=[CH:4][CH:3]=1, predict the reactants needed to synthesize it. The reactants are: [Cl:1][C:2]1[CH:16]=[CH:15][C:5]([CH2:6][N:7]2[CH:12]=[C:11](Br)[CH:10]=[CH:9][C:8]2=[O:14])=[CH:4][CH:3]=1.[OH:17][CH2:18][C:19]1[CH:24]=[CH:23][C:22](B(O)O)=[CH:21][CH:20]=1.